Predict the product of the given reaction. From a dataset of Forward reaction prediction with 1.9M reactions from USPTO patents (1976-2016). (1) Given the reactants [NH2:1][C:2]1[CH:3]=[C:4](B(O)O)[CH:5]=[CH:6][CH:7]=1.Br[C:12]1[CH:13]=[CH:14][C:15]([F:21])=[C:16]([N+:18]([O-:20])=[O:19])[CH:17]=1.C(=O)(O)[O-].[Na+], predict the reaction product. The product is: [F:21][C:15]1[CH:14]=[CH:13][C:12]([C:4]2[CH:5]=[CH:6][CH:7]=[C:2]([NH2:1])[CH:3]=2)=[CH:17][C:16]=1[N+:18]([O-:20])=[O:19]. (2) Given the reactants OC(C(F)(F)F)=O.[NH2:8][CH2:9][C:10]([NH:12][C:13]1[CH:22]=[CH:21][C:16]([C:17]([O:19][CH3:20])=[O:18])=[CH:15][CH:14]=1)=[O:11].C(N(CC)CC)C.[CH3:30][C:31]([CH3:36])([CH3:35])[CH2:32][CH:33]=O, predict the reaction product. The product is: [CH3:30][C:31]([CH3:36])([CH3:35])[CH2:32]/[CH:33]=[N:8]/[CH2:9][C:10]([NH:12][C:13]1[CH:22]=[CH:21][C:16]([C:17]([O:19][CH3:20])=[O:18])=[CH:15][CH:14]=1)=[O:11]. (3) Given the reactants [C:1]([O:5][C:6]([N:8]1[CH2:13][C@@H:12]([CH2:14][O:15][CH3:16])[O:11][C@@H:10]([C:17]([OH:19])=O)[CH2:9]1)=[O:7])([CH3:4])([CH3:3])[CH3:2].C(N(C(C)C)CC)(C)C.P(Cl)(OC1C=CC=CC=1)(OC1C=CC=CC=1)=O.[CH:46]1([NH:49][C@@H:50]([C:52]2[CH:57]=[C:56]([O:58][CH3:59])[N:55]=[C:54]([CH2:60][CH2:61][CH2:62][NH:63][C:64](=[O:67])[O:65][CH3:66])[CH:53]=2)[CH3:51])[CH2:48][CH2:47]1.C(=O)([O-])O.[Na+], predict the reaction product. The product is: [CH:46]1([N:49]([C@@H:50]([C:52]2[CH:53]=[C:54]([CH2:60][CH2:61][CH2:62][NH:63][C:64]([O:65][CH3:66])=[O:67])[N:55]=[C:56]([O:58][CH3:59])[CH:57]=2)[CH3:51])[C:17]([C@@H:10]2[O:11][C@H:12]([CH2:14][O:15][CH3:16])[CH2:13][N:8]([C:6]([O:5][C:1]([CH3:2])([CH3:3])[CH3:4])=[O:7])[CH2:9]2)=[O:19])[CH2:48][CH2:47]1. (4) Given the reactants [CH:1]1[C:13]2[NH:12][C:11]3[C:6](=[CH:7][CH:8]=[CH:9][CH:10]=3)[C:5]=2[CH:4]=[CH:3][CH:2]=1.O.[Na].[N+:16]([C:19]1[CH:24]=[CH:23][CH:22]=[CH:21][C:20]=1[S:25]([N:28]1[CH2:30][CH2:29]1)(=[O:27])=[O:26])([O-:18])=[O:17].Cl, predict the reaction product. The product is: [CH:10]1[C:11]2[N:12]([CH2:30][CH2:29][NH:28][S:25]([C:20]3[CH:21]=[CH:22][CH:23]=[CH:24][C:19]=3[N+:16]([O-:18])=[O:17])(=[O:26])=[O:27])[C:13]3[C:5](=[CH:4][CH:3]=[CH:2][CH:1]=3)[C:6]=2[CH:7]=[CH:8][CH:9]=1.